This data is from Forward reaction prediction with 1.9M reactions from USPTO patents (1976-2016). The task is: Predict the product of the given reaction. (1) Given the reactants [Cl:1][C:2]1[CH:24]=[C:23]([C:25]([F:28])([F:27])[F:26])[CH:22]=[CH:21][C:3]=1[CH2:4][N:5]1[C:9]([CH2:10][CH2:11][C:12](OCC)=[O:13])=[CH:8][C:7]([O:17][CH:18]([CH3:20])[CH3:19])=[N:6]1.[H-].C([Al+]CC(C)C)C(C)C.CO.[C@H](O)(C([O-])=O)[C@@H](O)C([O-])=O.[Na+].[K+], predict the reaction product. The product is: [Cl:1][C:2]1[CH:24]=[C:23]([C:25]([F:28])([F:26])[F:27])[CH:22]=[CH:21][C:3]=1[CH2:4][N:5]1[C:9]([CH2:10][CH2:11][CH2:12][OH:13])=[CH:8][C:7]([O:17][CH:18]([CH3:20])[CH3:19])=[N:6]1. (2) Given the reactants [Cl:1][C:2]1[CH:7]=[C:6]([N+:8]([O-:10])=[O:9])[CH:5]=[CH:4][C:3]=1F.O.[NH2:13][NH2:14].O, predict the reaction product. The product is: [ClH:1].[Cl:1][C:2]1[CH:7]=[C:6]([N+:8]([O-:10])=[O:9])[CH:5]=[CH:4][C:3]=1[NH:13][NH2:14]. (3) Given the reactants [F:1][C:2]1[CH:22]=[CH:21][C:5]([CH2:6][O:7][C:8]2[C:9]([CH3:20])=[CH:10][C:11]([C:14](N(OC)C)=[O:15])=[N:12][CH:13]=2)=[CH:4][CH:3]=1.[H-].[Al+3].[Li+].[H-].[H-].[H-], predict the reaction product. The product is: [F:1][C:2]1[CH:22]=[CH:21][C:5]([CH2:6][O:7][C:8]2[C:9]([CH3:20])=[CH:10][C:11]([CH:14]=[O:15])=[N:12][CH:13]=2)=[CH:4][CH:3]=1. (4) Given the reactants [Mg].[C:2]12([CH:9](Br)[Br:10])C[CH:5](CC1)[CH2:4][CH2:3]2.[CH:12]12[CH2:18][CH:15]([CH2:16][CH2:17]1)[CH:14]=[CH:13]2.BrCCCCBr, predict the reaction product. The product is: [Br:10][CH2:9][CH2:2][CH2:3][CH2:4][CH2:5][CH:13]1[CH2:14][CH:15]2[CH2:18][CH:12]1[CH:17]=[CH:16]2. (5) Given the reactants [H-].[Na+].[CH:3]([OH:6])([CH3:5])[CH3:4].F[C:8]1[CH:9]=[CH:10][C:11]([N+:17]([O-:19])=[O:18])=[C:12]([CH:16]=1)[C:13]([OH:15])=[O:14].Cl, predict the reaction product. The product is: [CH:3]([O:6][C:8]1[CH:9]=[CH:10][C:11]([N+:17]([O-:19])=[O:18])=[C:12]([CH:16]=1)[C:13]([OH:15])=[O:14])([CH3:5])[CH3:4].